This data is from Forward reaction prediction with 1.9M reactions from USPTO patents (1976-2016). The task is: Predict the product of the given reaction. Given the reactants [CH3:1][N:2]([CH3:23])[CH2:3][C:4]([N:6]1[CH2:11][CH2:10][N:9](NC(OCC2C=CC=CC=2)=O)[CH2:8][CH2:7]1)=[O:5], predict the reaction product. The product is: [CH3:1][N:2]([CH3:23])[CH2:3][C:4]([N:6]1[CH2:11][CH2:10][NH:9][CH2:8][CH2:7]1)=[O:5].